From a dataset of Reaction yield outcomes from USPTO patents with 853,638 reactions. Predict the reaction yield, written as a fraction of the theoretical maximum amount of product (1.0 means a 100% yield; for example, 0.34 means a 34% yield). (1) The reactants are [CH3:1][O:2][C:3](=[O:21])[CH2:4][CH2:5][CH2:6][CH2:7][C:8]1[N:9]=[C:10]([C:13]2[CH:18]=[CH:17][CH:16]=[CH:15][C:14]=2[O:19]C)[O:11][CH:12]=1.B(Br)(Br)Br. The catalyst is C(Cl)Cl. The product is [CH3:1][O:2][C:3](=[O:21])[CH2:4][CH2:5][CH2:6][CH2:7][C:8]1[N:9]=[C:10]([C:13]2[CH:18]=[CH:17][CH:16]=[CH:15][C:14]=2[OH:19])[O:11][CH:12]=1. The yield is 0.480. (2) The catalyst is C(Cl)Cl. The reactants are CS(O[CH2:6][C:7]1[CH:12]=[C:11]([N+:13]([O-:15])=[O:14])[CH:10]=[CH:9][C:8]=1[CH2:16][CH2:17]OS(C)(=O)=O)(=O)=O.[CH2:23]([NH2:30])[C:24]1[CH:29]=[CH:28][CH:27]=[CH:26][CH:25]=1. The yield is 1.00. The product is [CH2:23]([N:30]1[CH2:17][CH2:16][C:8]2[C:7](=[CH:12][C:11]([N+:13]([O-:15])=[O:14])=[CH:10][CH:9]=2)[CH2:6]1)[C:24]1[CH:29]=[CH:28][CH:27]=[CH:26][CH:25]=1. (3) The reactants are [OH:1][C@H:2]1[CH2:7][CH2:6][C@H:5]([N:8]2[C:13](=[O:14])[C:12]([CH2:15][C:16]3[CH:21]=[CH:20][C:19]([C:22]4[CH:27]=[CH:26][CH:25]=[CH:24][C:23]=4[C:28]4[NH:32][C:31](=[O:33])[O:30][N:29]=4)=[CH:18][CH:17]=3)=[C:11]([CH2:34][CH2:35][CH3:36])[N:10]3[N:37]=[CH:38][CH:39]=[C:9]23)[CH2:4][CH2:3]1.CC(OI1(OC(C)=O)(OC(C)=O)OC(=O)C2C1=CC=CC=2)=O.C(OCC)(=O)C.S([O-])([O-])(=O)=S.[Na+].[Na+]. The catalyst is C(Cl)Cl.O. The product is [O:1]=[C:2]1[CH2:7][CH2:6][CH:5]([N:8]2[C:13](=[O:14])[C:12]([CH2:15][C:16]3[CH:17]=[CH:18][C:19]([C:22]4[CH:27]=[CH:26][CH:25]=[CH:24][C:23]=4[C:28]4[NH:32][C:31](=[O:33])[O:30][N:29]=4)=[CH:20][CH:21]=3)=[C:11]([CH2:34][CH2:35][CH3:36])[N:10]3[N:37]=[CH:38][CH:39]=[C:9]23)[CH2:4][CH2:3]1. The yield is 0.450. (4) The reactants are [F:1][C:2]1[C:3]([OH:12])=[C:4]([O:10][CH3:11])[CH:5]=[C:6]([CH:9]=1)[CH:7]=[O:8].I[CH3:14]. The catalyst is CN(C=O)C. The product is [F:1][C:2]1[CH:9]=[C:6]([CH:5]=[C:4]([O:10][CH3:11])[C:3]=1[O:12][CH3:14])[CH:7]=[O:8]. The yield is 0.930.